From a dataset of Forward reaction prediction with 1.9M reactions from USPTO patents (1976-2016). Predict the product of the given reaction. (1) Given the reactants Cl[S:2]([N:5]=[C:6]=[O:7])(=[O:4])=[O:3].[Cl:8][C:9]([Cl:13])([Cl:12])[CH2:10][OH:11].[CH3:14][O:15][CH:16]([O:19][CH3:20])[CH2:17][NH2:18].C(N(CC)CC)C.Cl, predict the reaction product. The product is: [CH3:14][O:15][CH:16]([O:19][CH3:20])[CH2:17][NH:18][S:2]([NH:5][C:6](=[O:7])[O:11][CH2:10][C:9]([Cl:13])([Cl:12])[Cl:8])(=[O:4])=[O:3]. (2) The product is: [CH3:7][Si:6]([CH3:9])([CH3:8])[CH2:5][CH2:4][C:3]#[C:2][CH2:16][OH:17]. Given the reactants Br[C:2](Br)=[CH:3][CH2:4][CH2:5][Si:6]([CH3:9])([CH3:8])[CH3:7].[Li]CCCC.[CH2:16]=[O:17].[NH4+].[Cl-], predict the reaction product. (3) The product is: [Cl:1][C:2]1[N:3]=[CH:4][C:5]2[N:6]([C:10]([CH:11]([CH3:13])[CH3:12])=[N:9][N:8]=2)[CH:7]=1. Given the reactants [Cl:1][C:2]1[CH:7]=[N:6][C:5]([NH:8][NH2:9])=[CH:4][N:3]=1.[CH:10](=O)[CH:11]([CH3:13])[CH3:12].C(O)(=O)C.C(O)(=O)C.IC1C=CC=CC=1, predict the reaction product. (4) Given the reactants C1C=CC=CC=1.II.[C:9]1([S:15]([C:18]2[CH:19]=[C:20]3[C:25](=[CH:26][CH:27]=2)[C:24](=[O:28])[CH2:23][CH2:22][CH2:21]3)(=[O:17])=[O:16])[CH:14]=[CH:13][CH:12]=[CH:11][CH:10]=1.Br[CH:30](C)[C:31]([O:33][CH2:34]C)=[O:32], predict the reaction product. The product is: [CH3:34][O:33][C:31](=[O:32])[CH2:30][C:24]1([OH:28])[C:25]2[C:20](=[CH:19][C:18]([S:15]([C:9]3[CH:10]=[CH:11][CH:12]=[CH:13][CH:14]=3)(=[O:17])=[O:16])=[CH:27][CH:26]=2)[CH2:21][CH2:22][CH2:23]1. (5) Given the reactants FC(F)(F)C(O)=O.[NH2:8][CH:9]([CH3:31])[CH2:10][N:11]([CH2:22][C:23]1[CH:28]=[CH:27][C:26]([Br:29])=[CH:25][C:24]=1[F:30])[C:12](=[O:21])[O:13][CH2:14][C:15]1[CH:20]=[CH:19][CH:18]=[CH:17][CH:16]=1.O=[C:33]1[CH2:38][CH2:37][N:36]([C:39]([O:41][C:42]([CH3:45])([CH3:44])[CH3:43])=[O:40])[CH2:35][CH2:34]1.[BH-](OC(C)=O)(OC(C)=O)OC(C)=O.[Na+], predict the reaction product. The product is: [CH2:14]([O:13][C:12]([N:11]([CH2:22][C:23]1[CH:28]=[CH:27][C:26]([Br:29])=[CH:25][C:24]=1[F:30])[CH2:10][CH:9]([NH:8][CH:33]1[CH2:38][CH2:37][N:36]([C:39]([O:41][C:42]([CH3:45])([CH3:44])[CH3:43])=[O:40])[CH2:35][CH2:34]1)[CH3:31])=[O:21])[C:15]1[CH:16]=[CH:17][CH:18]=[CH:19][CH:20]=1. (6) Given the reactants [F:1][C:2]1[CH:10]=[N:9][CH:8]=[CH:7][C:3]=1[C:4]([OH:6])=[O:5].C(N(CC)CC)C.C(Cl)(=O)C(C)(C)C.[C:25]1([CH:31]2[CH2:40][CH2:39][C:38]3[C:33](=[CH:34][CH:35]=[C:36]([O:41][CH:42]4[CH2:47][CH2:46][CH:45](O)[CH2:44][CH2:43]4)[CH:37]=3)[O:32]2)[CH:30]=[CH:29][CH:28]=[CH:27][CH:26]=1, predict the reaction product. The product is: [C:25]1([CH:31]2[CH2:40][CH2:39][C:38]3[C:33](=[CH:34][CH:35]=[C:36]([O:41][CH:42]4[CH2:47][CH2:46][CH:45]([O:5][C:4](=[O:6])[C:3]5[CH:7]=[CH:8][N:9]=[CH:10][C:2]=5[F:1])[CH2:44][CH2:43]4)[CH:37]=3)[O:32]2)[CH:26]=[CH:27][CH:28]=[CH:29][CH:30]=1. (7) Given the reactants [CH3:1][O:2][C:3]1[CH:4]=[C:5]([CH:13]([N:24]=[C:25]=O)S(C2C=CC(C)=CC=2)(=O)=O)[CH:6]=[C:7]([O:11][CH3:12])[C:8]=1[O:9][CH3:10].[CH3:27][C:28]1C=CC=C[C:29]=1[CH:30]=[S:31].[C:36]([O-:39])([O-])=O.[K+].[K+].[CH2:42](O)[CH3:43].[CH3:45]OCCOC, predict the reaction product. The product is: [CH3:12][O:11][C:7]1[CH:6]=[C:5]([C:13]2[N:24]=[CH:25][O:39][C:36]=2[C:43]2[CH:42]=[CH:27][CH:28]=[CH:29][C:30]=2[S:31][CH3:45])[CH:4]=[C:3]([O:2][CH3:1])[C:8]=1[O:9][CH3:10]. (8) The product is: [ClH:23].[Cl:23][C:24]1[S:25][C:26]([Cl:33])=[CH:27][C:28]=1[S:29]([N:18]1[C:19]2[C:15](=[C:14]([N:11]3[CH2:10][CH2:9][NH:8][CH2:13][CH2:12]3)[CH:22]=[CH:21][CH:20]=2)[CH:16]=[CH:17]1)(=[O:31])=[O:30]. Given the reactants C([N:8]1[CH2:13][CH2:12][N:11]([C:14]2[CH:22]=[CH:21][CH:20]=[C:19]3[C:15]=2[CH:16]=[CH:17][NH:18]3)[CH2:10][CH2:9]1)(OC(C)(C)C)=O.[Cl:23][C:24]1[S:25][C:26]([Cl:33])=[CH:27][C:28]=1[S:29](Cl)(=[O:31])=[O:30], predict the reaction product. (9) Given the reactants [N:1]1[CH:6]=[CH:5][N:4]=[CH:3][C:2]=1[CH2:7][OH:8].[Cl:9][C:10]1[CH:11]=[C:12]([NH:23][C:24]2[C:33]3[C:28](=[CH:29][CH:30]=[CH:31][C:32]=3[O:34][CH2:35][C@H:36]3[CH2:40][CH2:39][CH2:38][N:37]3[C:41](=[O:44])[CH2:42][OH:43])[N:27]=[CH:26][N:25]=2)[CH:13]=[CH:14][C:15]=1OCC1N=CSC=1, predict the reaction product. The product is: [Cl:9][C:10]1[CH:11]=[C:12]([NH:23][C:24]2[C:33]3[C:28](=[CH:29][CH:30]=[CH:31][C:32]=3[O:34][CH2:35][C@H:36]3[CH2:40][CH2:39][CH2:38][N:37]3[C:41](=[O:44])[CH2:42][OH:43])[N:27]=[CH:26][N:25]=2)[CH:13]=[CH:14][C:15]=1[O:8][CH2:7][C:2]1[CH:3]=[N:4][CH:5]=[CH:6][N:1]=1. (10) Given the reactants Cl[C:2]1[N:7]=[CH:6][N:5]=[C:4]([C:8]2[CH:9]=[CH:10][C:11]([O:16][CH:17]3[CH2:22][CH2:21][O:20][CH2:19][CH2:18]3)=[C:12]([CH:15]=2)[C:13]#[N:14])[N:3]=1.[NH2:23][C:24]1[CH:36]=[CH:35][C:27]([C:28]([NH:30][CH:31]2[CH2:34][O:33][CH2:32]2)=[O:29])=[CH:26][CH:25]=1.C(N(CC)C(C)C)(C)C, predict the reaction product. The product is: [C:13]([C:12]1[CH:15]=[C:8]([C:4]2[N:5]=[CH:6][N:7]=[C:2]([NH:23][C:24]3[CH:36]=[CH:35][C:27]([C:28]([NH:30][CH:31]4[CH2:34][O:33][CH2:32]4)=[O:29])=[CH:26][CH:25]=3)[N:3]=2)[CH:9]=[CH:10][C:11]=1[O:16][CH:17]1[CH2:22][CH2:21][O:20][CH2:19][CH2:18]1)#[N:14].